From a dataset of Forward reaction prediction with 1.9M reactions from USPTO patents (1976-2016). Predict the product of the given reaction. (1) Given the reactants [CH3:1][O:2][C:3]1[C:8]2[N:9]=[C:10]([NH2:12])[S:11][C:7]=2[C:6]([N:13]2[CH2:18][CH2:17][O:16][CH2:15][CH2:14]2)=[CH:5][CH:4]=1.C(N(C(C)C)C(C)C)C.[Cl:28][CH2:29][C:30]1[CH:31]=[C:32]([CH:36]=[CH:37][N:38]=1)[C:33](Cl)=[O:34], predict the reaction product. The product is: [Cl:28][CH2:29][C:30]1[CH:31]=[C:32]([CH:36]=[CH:37][N:38]=1)[C:33]([NH:12][C:10]1[S:11][C:7]2[C:6]([N:13]3[CH2:18][CH2:17][O:16][CH2:15][CH2:14]3)=[CH:5][CH:4]=[C:3]([O:2][CH3:1])[C:8]=2[N:9]=1)=[O:34]. (2) Given the reactants [ClH:1].C(OC([NH:9][CH2:10][C@H:11]1[CH2:16][CH2:15][C@H:14]([C:17]([NH:19][C@H:20]([C:51](=[O:64])[NH:52][C:53]2[CH:58]=[CH:57][C:56]([C:59]3[NH:63][N:62]=[N:61][N:60]=3)=[CH:55][CH:54]=2)[CH2:21][C:22]2[CH:23]=[CH:24][C:25]([CH3:50])=[C:26]([C:28]3[CH:33]=[CH:32][C:31]([C:34]([NH:36][CH:37]4[CH2:42][CH2:41][N:40](C(OC(C)(C)C)=O)[CH2:39][CH2:38]4)=[O:35])=[CH:30][CH:29]=3)[CH:27]=2)=[O:18])[CH2:13][CH2:12]1)=O)(C)(C)C.C(#N)C, predict the reaction product. The product is: [ClH:1].[NH2:9][CH2:10][C@H:11]1[CH2:12][CH2:13][C@H:14]([C:17]([NH:19][C@H:20]([C:51](=[O:64])[NH:52][C:53]2[CH:54]=[CH:55][C:56]([C:59]3[NH:63][N:62]=[N:61][N:60]=3)=[CH:57][CH:58]=2)[CH2:21][C:22]2[CH:23]=[CH:24][C:25]([CH3:50])=[C:26]([C:28]3[CH:29]=[CH:30][C:31]([C:34]([NH:36][CH:37]4[CH2:38][CH2:39][NH:40][CH2:41][CH2:42]4)=[O:35])=[CH:32][CH:33]=3)[CH:27]=2)=[O:18])[CH2:15][CH2:16]1. (3) Given the reactants [NH2:1][C:2]1[N:7]=[N:6][C:5]([CH2:8][CH2:9][CH2:10][CH2:11][N:12]2[CH:16]=[C:15]([C:17]([O:19]C(C)(C)C)=[O:18])[N:14]=[N:13]2)=[CH:4][C:3]=1[C:24]#[C:25][CH:26]1[CH2:29][N:28]([C:30]([O:32][C:33]([CH3:36])([CH3:35])[CH3:34])=[O:31])[CH2:27]1.CC([O-])(C)C.[K+], predict the reaction product. The product is: [C:33]([O:32][C:30]([N:28]1[CH2:29][CH:26]([C:25]2[NH:1][C:2]3[N:7]=[N:6][C:5]([CH2:8][CH2:9][CH2:10][CH2:11][N:12]4[CH:16]=[C:15]([C:17]([OH:19])=[O:18])[N:14]=[N:13]4)=[CH:4][C:3]=3[CH:24]=2)[CH2:27]1)=[O:31])([CH3:36])([CH3:35])[CH3:34]. (4) Given the reactants C([O:8][N:9]1[C:14]2[N:15]=[CH:16][N:17]=[C:18]([CH3:19])[C:13]=2[C:12]([NH:20][CH2:21][C:22]2[CH:27]=[CH:26][CH:25]=[CH:24][C:23]=2[C:28]([F:31])([F:30])[F:29])=[CH:11][C:10]1=[O:32])C1C=CC=CC=1.[H][H], predict the reaction product. The product is: [OH:8][N:9]1[C:14]2[N:15]=[CH:16][N:17]=[C:18]([CH3:19])[C:13]=2[C:12]([NH:20][CH2:21][C:22]2[CH:27]=[CH:26][CH:25]=[CH:24][C:23]=2[C:28]([F:31])([F:30])[F:29])=[CH:11][C:10]1=[O:32].